From a dataset of Forward reaction prediction with 1.9M reactions from USPTO patents (1976-2016). Predict the product of the given reaction. (1) The product is: [I:32][C:28]1[CH:27]=[C:26]([CH:31]=[CH:30][CH:29]=1)[CH2:25][N:24]([CH2:20][C:21]([NH:5][CH2:1][CH2:2][CH2:3][CH3:4])=[O:18])[C:34](=[O:35])[O:36][CH2:37][CH2:38][CH2:39][CH3:40]. Given the reactants [CH2:1]([NH2:5])[CH2:2][CH2:3][CH3:4].C(N=C=NC(C)C)(C)C.BrCC(O)=[O:18].[CH2:20]([NH:24][CH2:25][C:26]1[CH:31]=[CH:30][CH:29]=[C:28]([I:32])[CH:27]=1)[CH2:21]CC.Cl[C:34]([O:36][CH2:37][CH2:38][CH2:39][CH3:40])=[O:35].C([O-])([O-])=O.[K+].[K+], predict the reaction product. (2) Given the reactants [Cl:1][C:2]1[CH:3]=[C:4]([NH:9][C:10]([N:12]2[CH2:17][CH2:16][N:15]([CH2:18][CH2:19][C:20](O)=[O:21])[C:14](=[O:23])[C@@H:13]2[CH3:24])=[O:11])[CH:5]=[CH:6][C:7]=1[Cl:8].Cl.[F:26][C:27]([F:35])([F:34])[CH:28]1[CH2:33][CH2:32][NH:31][CH2:30][CH2:29]1, predict the reaction product. The product is: [Cl:1][C:2]1[CH:3]=[C:4]([NH:9][C:10]([N:12]2[CH2:17][CH2:16][N:15]([CH2:18][CH2:19][C:20](=[O:21])[N:31]3[CH2:32][CH2:33][CH:28]([C:27]([F:35])([F:34])[F:26])[CH2:29][CH2:30]3)[C:14](=[O:23])[C@@H:13]2[CH3:24])=[O:11])[CH:5]=[CH:6][C:7]=1[Cl:8]. (3) The product is: [C@@H:16]1([OH:17])[C@@H:15]([OH:23])[C@H:26]([OH:27])[C@@H:28]([OH:29])[C@@H:19]([OH:21])[C@H:18]1[OH:4]. Given the reactants N1(C(=O)C2N(C)C=NC=2N(C)C1=[O:4])C.[C:15]([OH:23])(=O)[CH:16]([CH2:18][C:19]([OH:21])=O)[OH:17].C(O)(=O)C[C:26](CC(O)=O)([C:28](O)=[O:29])[OH:27].C([O-])(=O)CC(CC([O-])=O)(C([O-])=O)O.[Na+].[Na+].[Na+], predict the reaction product. (4) Given the reactants [C:1]([Si:5]([C:39]1[CH:44]=[CH:43][CH:42]=[CH:41][CH:40]=1)([C:33]1[CH:38]=[CH:37][CH:36]=[CH:35][CH:34]=1)[O:6][CH2:7][CH2:8][NH:9][C:10]1[CH:15]=[C:14]([C:16]2[CH:21]=[CH:20][N:19]=[C:18](Cl)[CH:17]=2)[N:13]=[C:12]([N:23]2[CH2:28][CH:27]3[CH2:29][CH:24]2[CH2:25][N:26]3[CH:30]([CH3:32])[CH3:31])[N:11]=1)([CH3:4])([CH3:3])[CH3:2].[CH3:45][C@H:46]([NH2:53])[C:47]1[CH:52]=[CH:51][CH:50]=[CH:49][CH:48]=1.C1C=CC(P(C2C(C3C(P(C4C=CC=CC=4)C4C=CC=CC=4)=CC=C4C=3C=CC=C4)=C3C(C=CC=C3)=CC=2)C2C=CC=CC=2)=CC=1.CC([O-])(C)C.[Na+], predict the reaction product. The product is: [C:1]([Si:5]([C:39]1[CH:44]=[CH:43][CH:42]=[CH:41][CH:40]=1)([C:33]1[CH:38]=[CH:37][CH:36]=[CH:35][CH:34]=1)[O:6][CH2:7][CH2:8][NH:9][C:10]1[CH:15]=[C:14]([C:16]2[CH:21]=[CH:20][N:19]=[C:18]([NH:53][CH:46]([C:47]3[CH:52]=[CH:51][CH:50]=[CH:49][CH:48]=3)[CH3:45])[CH:17]=2)[N:13]=[C:12]([N:23]2[CH2:28][CH:27]3[CH2:29][CH:24]2[CH2:25][N:26]3[CH:30]([CH3:32])[CH3:31])[N:11]=1)([CH3:4])([CH3:3])[CH3:2]. (5) The product is: [CH3:35][O:34][C:25]1[CH:24]=[C:21](/[CH:22]=[C:14](/[C:8]2[C:7]3[C:11](=[CH:12][CH:13]=[C:5]([O:4][CH3:3])[CH:6]=3)[NH:10][CH:9]=2)\[C:15]#[N:16])[CH:20]=[C:19]([O:18][CH3:17])[C:26]=1[O:27][CH2:28][O:29][CH2:30][CH2:31][O:32][CH3:33]. Given the reactants [H-].[Na+].[CH3:3][O:4][C:5]1[CH:6]=[C:7]2[C:11](=[CH:12][CH:13]=1)[NH:10][CH:9]=[C:8]2[CH2:14][C:15]#[N:16].[CH3:17][O:18][C:19]1[CH:20]=[C:21]([CH:24]=[C:25]([O:34][CH3:35])[C:26]=1[O:27][CH2:28][O:29][CH2:30][CH2:31][O:32][CH3:33])[CH:22]=O, predict the reaction product. (6) Given the reactants Cl[C:2]1[C:11]2=[N:12][N:13](CC3C=CC(OC)=CC=3)[CH:14]=[C:10]2[C:9]2[CH:8]=[C:7]([O:24][CH3:25])[CH:6]=[CH:5][C:4]=2[N:3]=1.[NH2:26][C:27]1[NH:31][N:30]=[CH:29][C:28]=1[C:32]([NH2:34])=[O:33].Cl, predict the reaction product. The product is: [CH3:25][O:24][C:7]1[CH:6]=[CH:5][C:4]2[N:3]=[C:2]([NH:26][C:27]3[NH:31][N:30]=[CH:29][C:28]=3[C:32]([NH2:34])=[O:33])[C:11]3=[N:12][NH:13][CH:14]=[C:10]3[C:9]=2[CH:8]=1. (7) Given the reactants [H-].[Na+].[Cl:3][C:4]1[CH:9]=[CH:8][C:7]([F:10])=[CH:6][C:5]=1[CH2:11][C:12]([NH:14][C:15]1[CH:20]=[CH:19][C:18]([O:21][C:22]2[CH:27]=[CH:26][C:25]([F:28])=[CH:24][C:23]=2[F:29])=[C:17]([C:30]2[C:35]([O:36][CH2:37][CH3:38])=[CH:34][C:33](=[O:39])[N:32]([CH3:40])[CH:31]=2)[CH:16]=1)=[O:13].I[CH3:42], predict the reaction product. The product is: [Cl:3][C:4]1[CH:9]=[CH:8][C:7]([F:10])=[CH:6][C:5]=1[CH:11]([CH3:42])[C:12]([NH:14][C:15]1[CH:20]=[CH:19][C:18]([O:21][C:22]2[CH:27]=[CH:26][C:25]([F:28])=[CH:24][C:23]=2[F:29])=[C:17]([C:30]2[C:35]([O:36][CH2:37][CH3:38])=[CH:34][C:33](=[O:39])[N:32]([CH3:40])[CH:31]=2)[CH:16]=1)=[O:13]. (8) Given the reactants [Cl:1][CH2:2][CH2:3][C:4]1[C:9](=[O:10])[N:8]2[CH:11]=[CH:12][CH:13]=[C:14]([O:15]CC3C=CC=CC=3)[C:7]2=[N:6][C:5]=1[CH3:23].P(=O)(O)(O)O.[H][H], predict the reaction product. The product is: [Cl:1][CH2:2][CH2:3][C:4]1[C:9](=[O:10])[N:8]2[CH2:11][CH2:12][CH2:13][CH:14]([OH:15])[C:7]2=[N:6][C:5]=1[CH3:23].